From a dataset of CYP2C9 inhibition data for predicting drug metabolism from PubChem BioAssay. Regression/Classification. Given a drug SMILES string, predict its absorption, distribution, metabolism, or excretion properties. Task type varies by dataset: regression for continuous measurements (e.g., permeability, clearance, half-life) or binary classification for categorical outcomes (e.g., BBB penetration, CYP inhibition). Dataset: cyp2c9_veith. (1) The compound is COc1cc(/C=C2/C(=N)N3C=CSC3=NC2=O)ccc1OCCCOc1ccccc1C. The result is 1 (inhibitor). (2) The drug is CC(=O)/C=C/c1ccc2ccccc2n1. The result is 0 (non-inhibitor). (3) The molecule is Cl.N#Cc1ccc(C(c2nnnn2Cc2ccccc2)N2CCCC2)cc1. The result is 0 (non-inhibitor). (4) The compound is O=C(O)COCCN1CCN([C@@H](c2ccccc2)c2ccc(Cl)cc2)CC1. The result is 0 (non-inhibitor).